From a dataset of NCI-60 drug combinations with 297,098 pairs across 59 cell lines. Regression. Given two drug SMILES strings and cell line genomic features, predict the synergy score measuring deviation from expected non-interaction effect. (1) Drug 1: CN(CC1=CN=C2C(=N1)C(=NC(=N2)N)N)C3=CC=C(C=C3)C(=O)NC(CCC(=O)O)C(=O)O. Drug 2: CCN(CC)CCNC(=O)C1=C(NC(=C1C)C=C2C3=C(C=CC(=C3)F)NC2=O)C. Cell line: UACC62. Synergy scores: CSS=44.5, Synergy_ZIP=-0.747, Synergy_Bliss=-3.72, Synergy_Loewe=-9.29, Synergy_HSA=-2.16. (2) Drug 1: CC1C(C(=O)NC(C(=O)N2CCCC2C(=O)N(CC(=O)N(C(C(=O)O1)C(C)C)C)C)C(C)C)NC(=O)C3=C4C(=C(C=C3)C)OC5=C(C(=O)C(=C(C5=N4)C(=O)NC6C(OC(=O)C(N(C(=O)CN(C(=O)C7CCCN7C(=O)C(NC6=O)C(C)C)C)C)C(C)C)C)N)C. Drug 2: C(CCl)NC(=O)N(CCCl)N=O. Synergy scores: CSS=-0.446, Synergy_ZIP=-7.44, Synergy_Bliss=-13.9, Synergy_Loewe=-36.6, Synergy_HSA=-18.4. Cell line: RXF 393. (3) Drug 1: C1=NC2=C(N=C(N=C2N1C3C(C(C(O3)CO)O)O)F)N. Drug 2: C1=NC2=C(N=C(N=C2N1C3C(C(C(O3)CO)O)F)Cl)N. Cell line: HCT116. Synergy scores: CSS=15.3, Synergy_ZIP=-4.96, Synergy_Bliss=-10.1, Synergy_Loewe=-51.0, Synergy_HSA=-8.17. (4) Drug 1: C1=CC(=CC=C1CCCC(=O)O)N(CCCl)CCCl. Drug 2: CS(=O)(=O)OCCCCOS(=O)(=O)C. Cell line: SW-620. Synergy scores: CSS=37.8, Synergy_ZIP=-3.55, Synergy_Bliss=-0.611, Synergy_Loewe=-3.21, Synergy_HSA=0.299. (5) Drug 1: CCC1(CC2CC(C3=C(CCN(C2)C1)C4=CC=CC=C4N3)(C5=C(C=C6C(=C5)C78CCN9C7C(C=CC9)(C(C(C8N6C=O)(C(=O)OC)O)OC(=O)C)CC)OC)C(=O)OC)O.OS(=O)(=O)O. Drug 2: C1CC(C1)(C(=O)O)C(=O)O.[NH2-].[NH2-].[Pt+2]. Cell line: PC-3. Synergy scores: CSS=18.6, Synergy_ZIP=-7.40, Synergy_Bliss=-3.30, Synergy_Loewe=-2.09, Synergy_HSA=-0.469. (6) Drug 1: CC1CCC2CC(C(=CC=CC=CC(CC(C(=O)C(C(C(=CC(C(=O)CC(OC(=O)C3CCCCN3C(=O)C(=O)C1(O2)O)C(C)CC4CCC(C(C4)OC)OCCO)C)C)O)OC)C)C)C)OC. Drug 2: CC(C)NC(=O)C1=CC=C(C=C1)CNNC.Cl. Cell line: NCI-H322M. Synergy scores: CSS=3.00, Synergy_ZIP=-1.64, Synergy_Bliss=-0.979, Synergy_Loewe=-0.186, Synergy_HSA=-0.0882. (7) Drug 1: C1=NC(=NC(=O)N1C2C(C(C(O2)CO)O)O)N. Drug 2: C1CN1C2=NC(=NC(=N2)N3CC3)N4CC4. Cell line: MDA-MB-231. Synergy scores: CSS=26.3, Synergy_ZIP=-8.11, Synergy_Bliss=-2.42, Synergy_Loewe=-0.959, Synergy_HSA=1.18. (8) Drug 1: C1=CC(=CC=C1CC(C(=O)O)N)N(CCCl)CCCl.Cl. Drug 2: CC1C(C(CC(O1)OC2CC(CC3=C2C(=C4C(=C3O)C(=O)C5=C(C4=O)C(=CC=C5)OC)O)(C(=O)CO)O)N)O.Cl. Cell line: SN12C. Synergy scores: CSS=48.7, Synergy_ZIP=-0.418, Synergy_Bliss=1.52, Synergy_Loewe=-9.89, Synergy_HSA=3.67.